This data is from Reaction yield outcomes from USPTO patents with 853,638 reactions. The task is: Predict the reaction yield, written as a fraction of the theoretical maximum amount of product (1.0 means a 100% yield; for example, 0.34 means a 34% yield). (1) The reactants are [CH3:1][CH:2]([CH3:25])[CH2:3][C@H:4]([NH:13][C:14]([C:16]1[S:17][C:18]2[CH:24]=[CH:23][CH:22]=[CH:21][C:19]=2[CH:20]=1)=[O:15])[C:5]([NH:7][CH2:8][CH2:9][CH2:10][NH:11][CH3:12])=[O:6].C(N(CC)CC)C.[Cl:33][C:34]1[CH:39]=[C:38]([Cl:40])[CH:37]=[CH:36][C:35]=1[S:41](Cl)(=[O:43])=[O:42]. The catalyst is C(Cl)Cl. The product is [Cl:33][C:34]1[CH:39]=[C:38]([Cl:40])[CH:37]=[CH:36][C:35]=1[S:41]([N:11]([CH3:12])[CH2:10][CH2:9][CH2:8][NH:7][C:5]([C@@H:4]([NH:13][C:14]([C:16]1[S:17][C:18]2[CH:24]=[CH:23][CH:22]=[CH:21][C:19]=2[CH:20]=1)=[O:15])[CH2:3][CH:2]([CH3:25])[CH3:1])=[O:6])(=[O:43])=[O:42]. The yield is 0.890. (2) The reactants are [Cl-].[NH4+].O.[Cl:4][C:5]1[C:10]([C:11]([F:14])([F:13])[F:12])=[CH:9][C:8]([N+:15]([O-])=O)=[CH:7][N:6]=1. The catalyst is CO. The product is [Cl:4][C:5]1[N:6]=[CH:7][C:8]([NH2:15])=[CH:9][C:10]=1[C:11]([F:14])([F:12])[F:13]. The yield is 0.650.